Dataset: Forward reaction prediction with 1.9M reactions from USPTO patents (1976-2016). Task: Predict the product of the given reaction. Given the reactants [CH2:1]([C:3]([C:28]1[CH:33]=[CH:32][C:31]([OH:34])=[C:30]([CH3:35])[CH:29]=1)([C:6]1[CH:11]=[CH:10][C:9]([C:12]#[C:13][C:14]([O:23][CH2:24][O:25][CH3:26])([C:19]([F:22])([F:21])[F:20])[C:15]([F:18])([F:17])[F:16])=[C:8]([CH3:27])[CH:7]=1)[CH2:4][CH3:5])[CH3:2].[CH2:36]([O:38][C:39](=[O:46])[CH2:40][CH2:41][CH2:42][CH2:43][CH2:44]Br)[CH3:37], predict the reaction product. The product is: [CH2:36]([O:38][C:39](=[O:46])[CH2:40][CH2:41][CH2:42][CH2:43][CH2:44][O:34][C:31]1[CH:32]=[CH:33][C:28]([C:3]([CH2:4][CH3:5])([C:6]2[CH:11]=[CH:10][C:9]([C:12]#[C:13][C:14]([O:23][CH2:24][O:25][CH3:26])([C:19]([F:20])([F:21])[F:22])[C:15]([F:18])([F:17])[F:16])=[C:8]([CH3:27])[CH:7]=2)[CH2:1][CH3:2])=[CH:29][C:30]=1[CH3:35])[CH3:37].